Dataset: Reaction yield outcomes from USPTO patents with 853,638 reactions. Task: Predict the reaction yield, written as a fraction of the theoretical maximum amount of product (1.0 means a 100% yield; for example, 0.34 means a 34% yield). (1) The reactants are [CH3:1][NH:2][CH2:3][C:4]1[C:12]2[C:7](=[C:8]([CH3:13])[CH:9]=[CH:10][CH:11]=2)[N:6]([CH3:14])[C:5]=1[CH3:15].CCN([CH2:21][CH3:22])CC.[OH2:23].[CH2:24](Cl)Cl. No catalyst specified. The product is [CH3:1][N:2]([CH2:3][C:4]1[C:12]2[C:7](=[C:8]([CH3:13])[CH:9]=[CH:10][CH:11]=2)[N:6]([CH3:14])[C:5]=1[CH3:15])[C:24](=[O:23])[CH:21]=[CH2:22]. The yield is 0.970. (2) The yield is 0.920. The product is [CH3:1][O:2][C:3]([C:5]1[CH:14]=[C:13]([O:15][CH2:16][O:17][CH2:18][CH2:19][Si:20]([CH3:23])([CH3:22])[CH3:21])[C:12]2[C:7](=[C:8]([N:31]3[CH2:32][CH2:33][CH2:34][N:28]([CH3:27])[CH2:29][CH2:30]3)[CH:9]=[C:10]([O:24][CH3:25])[CH:11]=2)[N:6]=1)=[O:4]. The catalyst is C1(C)C=CC=CC=1. The reactants are [CH3:1][O:2][C:3]([C:5]1(Br)[CH:14]=[C:13]([O:15][CH2:16][O:17][CH2:18][CH2:19][Si:20]([CH3:23])([CH3:22])[CH3:21])[C:12]2[C:7](=[CH:8][CH:9]=[C:10]([O:24][CH3:25])[CH:11]=2)[NH:6]1)=[O:4].[CH3:27][N:28]1[CH2:34][CH2:33][CH2:32][NH:31][CH2:30][CH2:29]1.C1C=CC(P(C2C(C3C(P(C4C=CC=CC=4)C4C=CC=CC=4)=CC=C4C=3C=CC=C4)=C3C(C=CC=C3)=CC=2)C2C=CC=CC=2)=CC=1.C(=O)([O-])[O-].[Cs+].[Cs+].